This data is from Peptide-MHC class I binding affinity with 185,985 pairs from IEDB/IMGT. The task is: Regression. Given a peptide amino acid sequence and an MHC pseudo amino acid sequence, predict their binding affinity value. This is MHC class I binding data. (1) The peptide sequence is ADDSIVTGIEL. The MHC is Mamu-A11 with pseudo-sequence Mamu-A11. The binding affinity (normalized) is 0.218. (2) The peptide sequence is LVMAFIAFL. The MHC is HLA-A02:06 with pseudo-sequence HLA-A02:06. The binding affinity (normalized) is 0.754.